Predict the reaction yield, written as a fraction of the theoretical maximum amount of product (1.0 means a 100% yield; for example, 0.34 means a 34% yield). From a dataset of Reaction yield outcomes from USPTO patents with 853,638 reactions. (1) The reactants are [Br:1][C:2]1[CH:3]=[C:4]([NH:13][CH:14]2[CH2:18][CH2:17][CH2:16][CH2:15]2)[C:5]([CH3:12])=[C:6]([CH:11]=1)[C:7]([O:9][CH3:10])=[O:8].[C:19](=O)([O-])[O-].[Cs+].[Cs+].CI. The catalyst is C(#N)C. The product is [Br:1][C:2]1[CH:3]=[C:4]([N:13]([CH:14]2[CH2:18][CH2:17][CH2:16][CH2:15]2)[CH3:19])[C:5]([CH3:12])=[C:6]([CH:11]=1)[C:7]([O:9][CH3:10])=[O:8]. The yield is 0.820. (2) The reactants are C([O:4][CH2:5][C:6]1[N:10]=[C:9]([C:11]2[C:12]([C:17]3[CH:22]=[CH:21][CH:20]=[CH:19][CH:18]=3)=[N:13][O:14][C:15]=2[CH3:16])[O:8][N:7]=1)(=O)C.O.C(=O)([O-])[O-].[K+].[K+]. The catalyst is CO. The product is [CH3:16][C:15]1[O:14][N:13]=[C:12]([C:17]2[CH:22]=[CH:21][CH:20]=[CH:19][CH:18]=2)[C:11]=1[C:9]1[O:8][N:7]=[C:6]([CH2:5][OH:4])[N:10]=1. The yield is 0.910. (3) The reactants are C([C@H]1COC(C)(C)N1C(=O)CC1C=CN(C2C=CC(C3C=CC=CC=3)=CC=2)C=1)C1C=CC=CC=1.[CH2:35]([O:37][C:38](=[O:61])[CH:39](OC(=O)C)[C:40]1[O:44][C:43]([C:45]2[CH:50]=[CH:49][C:48]([C:51]3[CH:56]=[CH:55][CH:54]=[CH:53][CH:52]=3)=[CH:47][CH:46]=2)=[CH:42][CH:41]=1)[CH3:36]. No catalyst specified. The product is [CH2:35]([O:37][C:38](=[O:61])[CH2:39][C:40]1[O:44][C:43]([C:45]2[CH:50]=[CH:49][C:48]([C:51]3[CH:56]=[CH:55][CH:54]=[CH:53][CH:52]=3)=[CH:47][CH:46]=2)=[CH:42][CH:41]=1)[CH3:36]. The yield is 0.610. (4) The reactants are [Cl:1][C:2]1[CH:7]=[C:6]([Cl:8])[CH:5]=[C:4]([CH3:9])[C:3]=1[NH:10][C:11]([NH:13][C:14]1[C:15]([NH:24][CH2:25][CH2:26][OH:27])=[C:16]([CH:21]=[CH:22][CH:23]=1)[C:17]([O:19][CH3:20])=[O:18])=S.Cl.C(N=C=NCCCN(C)C)C.C(N(CC)CC)C.O. The catalyst is O1CCCC1. The product is [Cl:1][C:2]1[CH:7]=[C:6]([Cl:8])[CH:5]=[C:4]([CH3:9])[C:3]=1[NH:10][C:11]1[N:24]([CH2:25][CH2:26][OH:27])[C:15]2[C:16]([C:17]([O:19][CH3:20])=[O:18])=[CH:21][CH:22]=[CH:23][C:14]=2[N:13]=1. The yield is 0.760.